This data is from Full USPTO retrosynthesis dataset with 1.9M reactions from patents (1976-2016). The task is: Predict the reactants needed to synthesize the given product. (1) Given the product [CH3:1][O:2][C:3]1[CH:11]=[CH:10][CH:9]=[C:8]2[C:4]=1[CH2:5][NH:6][CH2:7]2, predict the reactants needed to synthesize it. The reactants are: [CH3:1][O:2][C:3]1[CH:11]=[CH:10][CH:9]=[C:8]2[C:4]=1[CH2:5][N:6](C(OC(C)(C)C)=O)[CH2:7]2.CCOC(C)=O. (2) Given the product [Si:10]([O:9][CH2:8][C:6]1[CH:5]=[CH:4][N:3]=[C:2]([F:1])[CH:7]=1)([C:13]([CH3:16])([CH3:15])[CH3:14])([CH3:12])[CH3:11], predict the reactants needed to synthesize it. The reactants are: [F:1][C:2]1[CH:7]=[C:6]([CH2:8][OH:9])[CH:5]=[CH:4][N:3]=1.[Si:10](Cl)([C:13]([CH3:16])([CH3:15])[CH3:14])([CH3:12])[CH3:11].N1C=CN=C1.C(OCC)(=O)C. (3) Given the product [CH:21]1([C:25]([N:16]2[CH2:15][CH2:14][C:13]3[C:18](=[CH:19][CH:20]=[C:11]([C:9]([NH:8][O:7][CH:2]4[CH2:3][CH2:4][CH2:5][CH2:6][O:1]4)=[O:10])[CH:12]=3)[CH2:17]2)=[O:26])[CH2:24][CH2:23][CH2:22]1, predict the reactants needed to synthesize it. The reactants are: [O:1]1[CH2:6][CH2:5][CH2:4][CH2:3][CH:2]1[O:7][NH:8][C:9]([C:11]1[CH:12]=[C:13]2[C:18](=[CH:19][CH:20]=1)[CH2:17][NH:16][CH2:15][CH2:14]2)=[O:10].[CH:21]1([C:25](O)=[O:26])[CH2:24][CH2:23][CH2:22]1.C1C=CC2N(O)N=NC=2C=1.C(Cl)CCl. (4) Given the product [Br:1][C:2]1[C:3]([CH2:16][O:17][CH3:20])=[CH:4][C:5]([O:12][CH2:13][O:14][CH3:15])=[CH:6][C:7]=1[O:8][CH2:9][O:10][CH3:11], predict the reactants needed to synthesize it. The reactants are: [Br:1][C:2]1[C:7]([O:8][CH2:9][O:10][CH3:11])=[CH:6][C:5]([O:12][CH2:13][O:14][CH3:15])=[CH:4][C:3]=1[CH2:16][OH:17].[H-].[Na+].[CH3:20]I. (5) Given the product [NH2:23][C:8]1[NH:4][N:3]=[C:10]([NH:11][C:12]2[CH:13]=[C:14]([CH:19]=[CH:20][CH:21]=2)[C:15]([O:17][CH3:18])=[O:16])[N:9]=1, predict the reactants needed to synthesize it. The reactants are: CC1C=C(C)[N:4]([C:8](=[NH:23])[NH:9][C:10](=S)[NH:11][C:12]2[CH:13]=[C:14]([CH:19]=[CH:20][CH:21]=2)[C:15]([O:17][CH3:18])=[O:16])[N:3]=1.NN. (6) Given the product [CH2:33]([O:32][C:30]([C:29]1[C:28]([CH3:35])=[N:1][C:2]2[C:3]([C:4]=1[NH2:5])=[C:6]([O:10][CH2:11][CH:12]1[CH2:13][CH2:14][N:15]([C:18](=[O:26])[C:19]3[CH:24]=[CH:23][CH:22]=[C:21]([OH:25])[CH:20]=3)[CH2:16][CH2:17]1)[CH:7]=[CH:8][CH:9]=2)=[O:31])[CH3:34], predict the reactants needed to synthesize it. The reactants are: [NH2:1][C:2]1[CH:9]=[CH:8][CH:7]=[C:6]([O:10][CH2:11][CH:12]2[CH2:17][CH2:16][N:15]([C:18](=[O:26])[C:19]3[CH:24]=[CH:23][CH:22]=[C:21]([OH:25])[CH:20]=3)[CH2:14][CH2:13]2)[C:3]=1[C:4]#[N:5].O=[C:28]([CH3:35])[CH2:29][C:30]([O:32][CH2:33][CH3:34])=[O:31]. (7) Given the product [CH:1]([O:4][C:5]1[C:14]2[C:9](=[CH:10][C:11]([N:30]3[CH2:35][CH2:34][CH2:33][CH2:32][CH2:31]3)=[CH:12][CH:13]=2)[CH:8]=[C:7]([NH:23][C:24]2[CH:28]=[C:27]([CH3:29])[NH:26][N:25]=2)[N:6]=1)([CH3:3])[CH3:2], predict the reactants needed to synthesize it. The reactants are: [CH:1]([O:4][C:5]1[C:14]2[C:9](=[CH:10][C:11](OS(C(F)(F)F)(=O)=O)=[CH:12][CH:13]=2)[CH:8]=[C:7]([NH:23][C:24]2[CH:28]=[C:27]([CH3:29])[NH:26][N:25]=2)[N:6]=1)([CH3:3])[CH3:2].[NH:30]1[CH2:35][CH2:34][CH2:33][CH2:32][CH2:31]1.